Task: Predict the reaction yield, written as a fraction of the theoretical maximum amount of product (1.0 means a 100% yield; for example, 0.34 means a 34% yield).. Dataset: Reaction yield outcomes from USPTO patents with 853,638 reactions The reactants are [OH-:1].[K+].C([CH2:5][CH2:6][C:7]1[N:8]=[C:9]([C:13]2[CH:18]=[CH:17][CH:16]=[CH:15][CH:14]=2)[O:10][C:11]=1[CH3:12])#N.C(O)C.[OH2:22]. No catalyst specified. The product is [CH3:12][C:11]1[O:10][C:9]([C:13]2[CH:18]=[CH:17][CH:16]=[CH:15][CH:14]=2)=[N:8][C:7]=1[CH2:6][C:5]([OH:22])=[O:1]. The yield is 0.440.